From a dataset of Forward reaction prediction with 1.9M reactions from USPTO patents (1976-2016). Predict the product of the given reaction. (1) Given the reactants [N:1]([CH2:4][CH2:5][NH2:6])=[N+:2]=[N-:3].C(N(CC)CC)C.[C:14](Cl)(=[O:28])[CH2:15][CH2:16][CH2:17][CH2:18][CH2:19][CH2:20][CH2:21][CH2:22][CH2:23][CH2:24][CH2:25][CH2:26][CH3:27], predict the reaction product. The product is: [N:1]([CH2:4][CH2:5][NH:6][C:14](=[O:28])[CH2:15][CH2:16][CH2:17][CH2:18][CH2:19][CH2:20][CH2:21][CH2:22][CH2:23][CH2:24][CH2:25][CH2:26][CH3:27])=[N+:2]=[N-:3]. (2) The product is: [F:1][C:2]1[C:7]([OH:8])=[CH:6][CH:5]=[C:4]([N+:10]([O-:12])=[O:11])[C:3]=1[CH2:13][C:14](=[O:16])[CH3:15]. Given the reactants [F:1][C:2]1[C:7]([O:8]C)=[CH:6][CH:5]=[C:4]([N+:10]([O-:12])=[O:11])[C:3]=1[CH2:13][C:14](=[O:16])[CH3:15].[Cl-].[NH+]1C=CC=CC=1, predict the reaction product. (3) Given the reactants [CH3:1][O:2][C:3]1[CH:16]=[C:15]([NH:17][CH3:18])[C:14]([N+:19]([O-:21])=[O:20])=[CH:13][C:4]=1[O:5][C:6]1[CH:11]=[CH:10][N:9]=[C:8]([NH2:12])[CH:7]=1.C(N(C(C)C)CC)(C)C.[C:31](Cl)(=[O:33])[CH3:32].O, predict the reaction product. The product is: [CH3:1][O:2][C:3]1[CH:16]=[C:15]([NH:17][CH3:18])[C:14]([N+:19]([O-:21])=[O:20])=[CH:13][C:4]=1[O:5][C:6]1[CH:11]=[CH:10][N:9]=[C:8]([NH:12][C:31](=[O:33])[CH3:32])[CH:7]=1. (4) Given the reactants S([O-])([O-])(=O)=O.[NH4+].[NH4+].OP([O-])(O)=O.[K+].[O-]S([O-])(=O)=O.[Mg+2].CC1[N+](CC2C=NC(C)=NC=2N)=CSC=1CCO.[NH2:38][C@H:39]([C:44]([OH:46])=[O:45])[C@H:40](CC)[CH3:41].[C:47]([O-:50])([O-:49])=O.[Ca+2], predict the reaction product. The product is: [NH2:38][C@H:39]([C:44]([OH:46])=[O:45])[CH2:40][CH2:41][C:47]([OH:50])=[O:49]. (5) Given the reactants [CH2:1]([Sn](CCCC)(CCCC)C=C)[CH2:2]CC.Cl[C:17]1[O:18][C:19]([C:22]([O:24][CH2:25][CH3:26])=[O:23])=[CH:20][N:21]=1, predict the reaction product. The product is: [CH:1]([C:17]1[O:18][C:19]([C:22]([O:24][CH2:25][CH3:26])=[O:23])=[CH:20][N:21]=1)=[CH2:2]. (6) Given the reactants [CH3:1][N:2]1[CH2:23][CH2:22][C:5]2[NH:6][C:7]3[C:8](/[CH:13]=[CH:14]/[C:15]4[CH:16]=[N:17][C:18]([CH3:21])=[CH:19][CH:20]=4)=[CH:9][CH:10]=[CH:11][C:12]=3[C:4]=2[CH2:3]1, predict the reaction product. The product is: [CH3:1][N:2]1[CH2:23][CH2:22][C:5]2[NH:6][C:7]3[C:8]([CH2:13][CH2:14][C:15]4[CH:16]=[N:17][C:18]([CH3:21])=[CH:19][CH:20]=4)=[CH:9][CH:10]=[CH:11][C:12]=3[C:4]=2[CH2:3]1. (7) Given the reactants [F:1][CH:2]([F:43])[C:3]1[N:7]([C:8]2[N:13]=[C:12]([N:14]3[CH2:19][CH2:18][O:17][CH2:16][CH2:15]3)[N:11]=[C:10]([N:20]3[CH2:25][CH2:24][N:23]([CH2:26][CH2:27][N:28]4C(=O)C5C(=CC=CC=5)C4=O)[CH2:22][CH2:21]3)[N:9]=2)[C:6]2[CH:39]=[CH:40][CH:41]=[CH:42][C:5]=2[N:4]=1.ClC1N=C(N2C3C=CC=CC=3N=C2C(F)F)N=C(N2CCOCC2)N=1.O.NN.Cl, predict the reaction product. The product is: [F:43][CH:2]([F:1])[C:3]1[N:7]([C:8]2[N:13]=[C:12]([N:14]3[CH2:15][CH2:16][O:17][CH2:18][CH2:19]3)[N:11]=[C:10]([N:20]3[CH2:21][CH2:22][N:23]([CH2:26][CH2:27][NH2:28])[CH2:24][CH2:25]3)[N:9]=2)[C:6]2[CH:39]=[CH:40][CH:41]=[CH:42][C:5]=2[N:4]=1.